Dataset: Catalyst prediction with 721,799 reactions and 888 catalyst types from USPTO. Task: Predict which catalyst facilitates the given reaction. (1) Reactant: [C:1]([O:4][CH2:5][CH:6]1[CH2:10][CH2:9][N:8]([C:11]2[CH:16]=[CH:15][C:14](Br)=[CH:13][C:12]=2/[CH:18]=[C:19](\[CH3:27])/[C:20]([O:22][C:23]([CH3:26])([CH3:25])[CH3:24])=[O:21])[CH2:7]1)(=[O:3])[CH3:2].[CH2:28]([O:32][CH2:33][CH2:34][O:35][C:36]1[CH:41]=[CH:40][C:39](OB(O)O)=[CH:38][CH:37]=1)[CH2:29][CH2:30][CH3:31].C(=O)([O-])[O-].[K+].[K+]. Product: [C:1]([O:4][CH2:5][CH:6]1[CH2:10][CH2:9][N:8]([C:11]2[CH:16]=[CH:15][C:14]([C:39]3[CH:40]=[CH:41][C:36]([O:35][CH2:34][CH2:33][O:32][CH2:28][CH2:29][CH2:30][CH3:31])=[CH:37][CH:38]=3)=[CH:13][C:12]=2/[CH:18]=[C:19](\[CH3:27])/[C:20]([O:22][C:23]([CH3:26])([CH3:25])[CH3:24])=[O:21])[CH2:7]1)(=[O:3])[CH3:2]. The catalyst class is: 460. (2) Product: [F:24][C:18]1[CH:19]=[CH:20][C:21]([F:23])=[CH:22][C:17]=1[C:7]1[CH2:8][C:9]([CH3:16])([C:10]2[CH:15]=[CH:14][CH:13]=[CH:12][CH:11]=2)[N:5]([C:3]([CH:2]([N:31]2[CH2:32][CH2:33][N:28]([CH3:27])[CH2:29][CH2:30]2)[CH2:25][CH3:26])=[O:4])[N:6]=1. Reactant: Br[CH:2]([CH2:25][CH3:26])[C:3]([N:5]1[C:9]([CH3:16])([C:10]2[CH:15]=[CH:14][CH:13]=[CH:12][CH:11]=2)[CH2:8][C:7]([C:17]2[CH:22]=[C:21]([F:23])[CH:20]=[CH:19][C:18]=2[F:24])=[N:6]1)=[O:4].[CH3:27][N:28]1[CH2:33][CH2:32][NH:31][CH2:30][CH2:29]1. The catalyst class is: 114. (3) Reactant: [CH3:1][O:2][C:3]1[CH:8]=[CH:7][C:6]([C:9]2[CH:14]=[CH:13][C:12]([S:15]([NH:18][CH:19]([CH:24]3[CH2:29][CH2:28][CH2:27][CH:26]([N:30]([CH2:34][C:35]4[CH:40]=[CH:39][CH:38]=[CH:37][CH:36]=4)[C:31](=[O:33])[CH3:32])[CH2:25]3)[C:20]([O:22]C)=[O:21])(=[O:17])=[O:16])=[CH:11][CH:10]=2)=[CH:5][CH:4]=1.C(N)C1C=CC=CC=1.C(Cl)(=O)C. Product: [CH3:1][O:2][C:3]1[CH:8]=[CH:7][C:6]([C:9]2[CH:10]=[CH:11][C:12]([S:15]([NH:18][CH:19]([CH:24]3[CH2:29][CH2:28][CH2:27][CH:26]([N:30]([CH2:34][C:35]4[CH:40]=[CH:39][CH:38]=[CH:37][CH:36]=4)[C:31](=[O:33])[CH3:32])[CH2:25]3)[C:20]([OH:22])=[O:21])(=[O:16])=[O:17])=[CH:13][CH:14]=2)=[CH:5][CH:4]=1. The catalyst class is: 424.